This data is from Full USPTO retrosynthesis dataset with 1.9M reactions from patents (1976-2016). The task is: Predict the reactants needed to synthesize the given product. (1) The reactants are: [CH3:1][C:2]1[C:3]2[CH2:16][CH2:15][N:14]([C:17]([O:19][C:20]([CH3:23])([CH3:22])[CH3:21])=[O:18])[CH2:13][CH2:12][C:4]=2[CH:5]=[C:6]2[C:11]=1[NH:10][CH2:9][CH2:8][CH2:7]2.C(N(CC)CC)C.[CH2:31]([N:33]=[C:34]=[O:35])[CH3:32].C1(C)C=CC=CC=1. Given the product [CH2:31]([NH:33][C:34]([N:10]1[C:11]2[C:6](=[CH:5][C:4]3[CH2:12][CH2:13][N:14]([C:17]([O:19][C:20]([CH3:23])([CH3:22])[CH3:21])=[O:18])[CH2:15][CH2:16][C:3]=3[C:2]=2[CH3:1])[CH2:7][CH2:8][CH2:9]1)=[O:35])[CH3:32], predict the reactants needed to synthesize it. (2) Given the product [CH:32]([C:31]1[CH:34]=[C:35]([C:2]2[C:11]([N:12]([CH3:16])[CH:13]([CH3:15])[CH3:14])=[N:10][C:9]3[C:4](=[CH:5][CH:6]=[C:7]([C:17]([O:19][CH2:20][C:21]4[CH:26]=[CH:25][C:24]([O:27][CH3:28])=[CH:23][CH:22]=4)=[O:18])[CH:8]=3)[N:3]=2)[CH:36]=[CH:37][C:30]=1[OH:29])=[O:33], predict the reactants needed to synthesize it. The reactants are: Br[C:2]1[C:11]([N:12]([CH3:16])[CH:13]([CH3:15])[CH3:14])=[N:10][C:9]2[C:4](=[CH:5][CH:6]=[C:7]([C:17]([O:19][CH2:20][C:21]3[CH:26]=[CH:25][C:24]([O:27][CH3:28])=[CH:23][CH:22]=3)=[O:18])[CH:8]=2)[N:3]=1.[OH:29][C:30]1[CH:37]=[CH:36][C:35](B2OC(C)(C)C(C)(C)O2)=[CH:34][C:31]=1[CH:32]=[O:33].CCN(CC)CC. (3) Given the product [NH2:9][C:10]1[C:15]2=[C:16]([C:27]3[CH:32]=[CH:31][C:30]([NH:33][C:34]([NH:36][C:37]4[CH:42]=[CH:41][CH:40]=[C:39]([C:43]([F:46])([F:45])[F:44])[N:38]=4)=[O:35])=[CH:29][CH:28]=3)[C:17]([C:19]([NH:21][CH2:22][C:23]([F:26])([F:25])[F:24])=[O:20])=[C:18]([CH2:7][N:1]3[CH2:6][CH2:5][O:4][CH2:3][CH2:2]3)[N:14]2[N:13]=[CH:12][N:11]=1, predict the reactants needed to synthesize it. The reactants are: [NH:1]1[CH2:6][CH2:5][O:4][CH2:3][CH2:2]1.[CH2:7]=O.[NH2:9][C:10]1[C:15]2=[C:16]([C:27]3[CH:32]=[CH:31][C:30]([NH:33][C:34]([NH:36][C:37]4[CH:42]=[CH:41][CH:40]=[C:39]([C:43]([F:46])([F:45])[F:44])[N:38]=4)=[O:35])=[CH:29][CH:28]=3)[C:17]([C:19]([NH:21][CH2:22][C:23]([F:26])([F:25])[F:24])=[O:20])=[CH:18][N:14]2[N:13]=[CH:12][N:11]=1. (4) The reactants are: [NH2:1][C:2]1[CH:10]=[CH:9][CH:8]=[C:7]2[C:3]=1[CH2:4][CH:5]([C:11]([O:13][CH3:14])=[O:12])[CH2:6]2.C(N(CC)C(C)C)(C)C.[Br:24][CH2:25][C:26]1[CH:31]=[CH:30][C:29]([CH:32]([CH:36]2[CH2:40][CH2:39][CH2:38][CH2:37]2)[C:33](Cl)=[O:34])=[CH:28][CH:27]=1.C(=O)(O)[O-].[Na+]. Given the product [Br:24][CH2:25][C:26]1[CH:31]=[CH:30][C:29]([CH:32]([CH:36]2[CH2:40][CH2:39][CH2:38][CH2:37]2)[C:33]([NH:1][C:2]2[CH:10]=[CH:9][CH:8]=[C:7]3[C:3]=2[CH2:4][CH:5]([C:11]([O:13][CH3:14])=[O:12])[CH2:6]3)=[O:34])=[CH:28][CH:27]=1, predict the reactants needed to synthesize it. (5) Given the product [OH:22][C:23]1[CH:24]=[CH:25][C:26]([NH:27][C:28]2[CH:36]=[C:35]([F:37])[C:34]([F:38])=[CH:33][C:29]=2[C:30]([NH:50][O:49][CH2:42][C:43]2[CH:48]=[CH:47][CH:46]=[CH:45][CH:44]=2)=[O:32])=[CH:39][CH:40]=1, predict the reactants needed to synthesize it. The reactants are: C(N=C=NCCCN(C)C)C.C1C=CC2N(O)N=NC=2C=1.[OH:22][C:23]1[CH:40]=[CH:39][C:26]([NH:27][C:28]2[CH:36]=[C:35]([F:37])[C:34]([F:38])=[CH:33][C:29]=2[C:30]([OH:32])=O)=[CH:25][CH:24]=1.Cl.[CH2:42]([O:49][NH2:50])[C:43]1[CH:48]=[CH:47][CH:46]=[CH:45][CH:44]=1.C(N(CC)CC)C. (6) Given the product [NH2:24][C:20]1[CH:19]=[C:18]([CH:23]=[CH:22][CH:21]=1)[C:17]([C:14]1[CH:13]=[C:12]2[C:11]([CH2:5][C:4](=[O:3])[NH:28]2)=[CH:16][CH:15]=1)=[O:27], predict the reactants needed to synthesize it. The reactants are: C([O:3][C:4](=O)[CH:5]([C:11]1[CH:16]=[CH:15][C:14]([C:17](=[O:27])[C:18]2[CH:23]=[CH:22][CH:21]=[C:20]([N+:24]([O-])=O)[CH:19]=2)=[CH:13][C:12]=1[N+:28]([O-])=O)C(OCC)=O)C.Cl. (7) Given the product [CH3:13][C:7]1[CH:8]=[CH:9][CH:10]=[C:11]([CH3:12])[C:6]=1[NH:5][C:3](=[O:4])[CH2:2][N:14]1[CH2:19][CH2:18][NH:17][CH2:16][CH2:15]1, predict the reactants needed to synthesize it. The reactants are: Cl[CH2:2][C:3]([NH:5][C:6]1[C:11]([CH3:12])=[CH:10][CH:9]=[CH:8][C:7]=1[CH3:13])=[O:4].[NH:14]1[CH2:19][CH2:18][NH:17][CH2:16][CH2:15]1.CO. (8) Given the product [N+:10]([C:8]1[CH:7]=[C:6]([NH:13][C:14](=[O:16])[CH3:15])[CH:5]=[C:4]([B:20]2[O:21][C:22]([CH3:24])([CH3:23])[C:18]([CH3:34])([CH3:17])[O:19]2)[CH:9]=1)([O-:12])=[O:11], predict the reactants needed to synthesize it. The reactants are: N#N.Br[C:4]1[CH:5]=[C:6]([NH:13][C:14](=[O:16])[CH3:15])[CH:7]=[C:8]([N+:10]([O-:12])=[O:11])[CH:9]=1.[CH3:17][C:18]1([CH3:34])[C:22]([CH3:24])([CH3:23])[O:21][B:20]([B:20]2[O:21][C:22]([CH3:24])([CH3:23])[C:18]([CH3:34])([CH3:17])[O:19]2)[O:19]1.C([O-])(=O)C.[K+]. (9) Given the product [CH3:1][O:2][CH:3]1[CH2:5][CH:4]1[C:6]([NH:10][C:11]1[N:12]=[C:13]2[CH:18]=[CH:17][C:16]([O:19][C:20]3[CH:21]=[CH:22][C:23]([CH3:36])=[C:24]([NH:26][C:27]([C:29]4[N:33]([CH3:34])[N:32]=[C:31]([CH3:35])[CH:30]=4)=[O:28])[CH:25]=3)=[N:15][N:14]2[CH:37]=1)=[O:8], predict the reactants needed to synthesize it. The reactants are: [CH3:1][O:2][CH:3]1[CH2:5][CH:4]1[C:6]([OH:8])=O.Cl.[NH2:10][C:11]1[N:12]=[C:13]2[CH:18]=[CH:17][C:16]([O:19][C:20]3[CH:21]=[CH:22][C:23]([CH3:36])=[C:24]([NH:26][C:27]([C:29]4[N:33]([CH3:34])[N:32]=[C:31]([CH3:35])[CH:30]=4)=[O:28])[CH:25]=3)=[N:15][N:14]2[CH:37]=1.F[P-](F)(F)(F)(F)F.N1(OC(N(C)C)=[N+](C)C)C2N=CC=CC=2N=N1.C(N(CC)C(C)C)(C)C.